Dataset: Forward reaction prediction with 1.9M reactions from USPTO patents (1976-2016). Task: Predict the product of the given reaction. Given the reactants [OH-].[Li+].[CH2:3]([N:5]1[C:17]2[CH2:16][CH2:15][CH:14]([CH:18]3[CH2:23][CH2:22][O:21][CH2:20][CH2:19]3)[CH2:13][C:12]=2[C:11]2[C:6]1=[CH:7][CH:8]=[C:9]([C:24]([N:26]([CH2:28][CH2:29][CH2:30][C:31]([O:33]C)=[O:32])[CH3:27])=[O:25])[CH:10]=2)[CH3:4].Cl, predict the reaction product. The product is: [CH2:3]([N:5]1[C:17]2[CH2:16][CH2:15][CH:14]([CH:18]3[CH2:19][CH2:20][O:21][CH2:22][CH2:23]3)[CH2:13][C:12]=2[C:11]2[C:6]1=[CH:7][CH:8]=[C:9]([C:24]([N:26]([CH2:28][CH2:29][CH2:30][C:31]([OH:33])=[O:32])[CH3:27])=[O:25])[CH:10]=2)[CH3:4].